This data is from Full USPTO retrosynthesis dataset with 1.9M reactions from patents (1976-2016). The task is: Predict the reactants needed to synthesize the given product. (1) Given the product [OH:8][CH2:7][CH:4]1[CH2:5][CH2:6][N:1]([C:16]([O:18][C:19]([CH3:22])([CH3:21])[CH3:20])=[O:17])[CH2:2][CH2:3]1, predict the reactants needed to synthesize it. The reactants are: [NH:1]1[CH2:6][CH2:5][CH:4]([CH2:7][OH:8])[CH2:3][CH2:2]1.C(N(CC)CC)C.[C:16](O[C:16]([O:18][C:19]([CH3:22])([CH3:21])[CH3:20])=[O:17])([O:18][C:19]([CH3:22])([CH3:21])[CH3:20])=[O:17]. (2) Given the product [CH3:1][O:2][CH2:3][CH2:4][O:5][C:6]1[CH:11]=[C:10]([CH3:12])[C:9]([C:13]2[CH:18]=[CH:17][CH:16]=[C:15]([CH2:19][O:20][C:21]3[CH:26]=[CH:25][C:24]([C:27]4([CH2:31][C:32]([OH:34])=[O:33])[CH2:28][O:29][CH2:30]4)=[CH:23][CH:22]=3)[CH:14]=2)=[C:8]([CH3:37])[CH:7]=1, predict the reactants needed to synthesize it. The reactants are: [CH3:1][O:2][CH2:3][CH2:4][O:5][C:6]1[CH:11]=[C:10]([CH3:12])[C:9]([C:13]2[CH:18]=[CH:17][CH:16]=[C:15]([CH2:19][O:20][C:21]3[CH:26]=[CH:25][C:24]([C:27]4([CH2:31][C:32]([O:34]CC)=[O:33])[CH2:30][O:29][CH2:28]4)=[CH:23][CH:22]=3)[CH:14]=2)=[C:8]([CH3:37])[CH:7]=1. (3) Given the product [C:9]([O:12][C:13](=[O:14])[NH:1][CH:2]1[CH2:6][CH2:5][CH:4]([OH:7])[CH2:3]1)([CH3:11])([CH3:10])[CH3:8], predict the reactants needed to synthesize it. The reactants are: [NH2:1][CH:2]1[CH2:6][CH2:5][CH:4]([OH:7])[CH2:3]1.[CH3:8][C:9]([O:12][C:13](O[C:13]([O:12][C:9]([CH3:11])([CH3:10])[CH3:8])=[O:14])=[O:14])([CH3:11])[CH3:10]. (4) Given the product [Cl:1][C:2]1[N:3]=[CH:4][C:5]2[S:10][CH:9]=[C:8]([C:11]3[CH:12]=[C:13]([NH:17][S:19]([CH3:18])(=[O:21])=[O:20])[CH:14]=[CH:15][CH:16]=3)[C:6]=2[N:7]=1, predict the reactants needed to synthesize it. The reactants are: [Cl:1][C:2]1[N:3]=[CH:4][C:5]2[S:10][CH:9]=[C:8]([C:11]3[CH:12]=[C:13]([NH2:17])[CH:14]=[CH:15][CH:16]=3)[C:6]=2[N:7]=1.[CH3:18][S:19](Cl)(=[O:21])=[O:20].C(N(CC)CC)C. (5) Given the product [F:20][C:15]1[CH:16]=[CH:17][CH:18]=[CH:19][C:14]=1[C:12]#[C:13][C:2]1[CH:3]=[N:4][C:5]2[N:6]([N:8]=[C:9]([CH3:11])[CH:10]=2)[CH:7]=1, predict the reactants needed to synthesize it. The reactants are: Br[C:2]1[CH:3]=[N:4][C:5]2[N:6]([N:8]=[C:9]([CH3:11])[CH:10]=2)[CH:7]=1.[C:12]([C:14]1[CH:19]=[CH:18][CH:17]=[CH:16][C:15]=1[F:20])#[CH:13]. (6) Given the product [F:29][C:27]1[CH:28]=[C:23]2[C:24](=[O:30])[N:25]([CH:26]=1)[CH2:3][C@@H:4]([OH:31])[CH2:5][NH:6][C:7](=[O:8])[C:9]1=[C:13]3[N:14]=[C:15]([CH:16]=[CH:17][N:12]3[N:11]=[CH:10]1)[N:18]1[C@@H:19]2[CH2:20][CH2:21][CH2:22]1, predict the reactants needed to synthesize it. The reactants are: Cl.Cl[CH2:3][C@@H:4]([OH:31])[CH2:5][NH:6][C:7]([C:9]1[CH:10]=[N:11][N:12]2[CH:17]=[CH:16][C:15]([N:18]3[CH2:22][CH2:21][CH2:20][C@@H:19]3[C:23]3[C:24](=[O:30])[NH:25][CH:26]=[C:27]([F:29])[CH:28]=3)=[N:14][C:13]=12)=[O:8].C([O-])([O-])=O.[Cs+].[Cs+]. (7) Given the product [F:11][C:9]([F:12])([F:10])[C:7]1[CH:6]=[C:5]([C:13]2[N:17]=[CH:16][N:15](/[CH:18]=[CH:19]\[C:20]([NH:27][N:26]([CH3:25])[C:28]3[CH:33]=[CH:32][CH:31]=[CH:30][N:29]=3)=[O:22])[N:14]=2)[CH:4]=[C:3]([C:2]([F:24])([F:23])[F:1])[CH:8]=1, predict the reactants needed to synthesize it. The reactants are: [F:1][C:2]([F:24])([F:23])[C:3]1[CH:4]=[C:5]([C:13]2[N:17]=[CH:16][N:15](/[CH:18]=[CH:19]\[C:20]([OH:22])=O)[N:14]=2)[CH:6]=[C:7]([C:9]([F:12])([F:11])[F:10])[CH:8]=1.[CH3:25][N:26]([C:28]1[CH:33]=[CH:32][CH:31]=[CH:30][N:29]=1)[NH2:27].C(P1(=O)OP(CCC)(=O)OP(CCC)(=O)O1)CC.CCN(C(C)C)C(C)C. (8) Given the product [C:1]([C:9]1[CH:10]=[CH:11][C:12](=[O:18])[NH:13][C:14]=1[NH:26][CH2:25][CH:19]1[CH2:24][CH2:23][CH2:22][CH2:21][CH2:20]1)(=[O:8])[C:2]1[CH:3]=[CH:4][CH:5]=[CH:6][CH:7]=1, predict the reactants needed to synthesize it. The reactants are: [C:1]([C:9]1[CH:10]=[CH:11][C:12](=[O:18])[NH:13][C:14]=1OCC)(=[O:8])[C:2]1[CH:7]=[CH:6][CH:5]=[CH:4][CH:3]=1.[CH:19]1([CH2:25][NH2:26])[CH2:24][CH2:23][CH2:22][CH2:21][CH2:20]1. (9) Given the product [CH2:14]([CH:10]([CH2:9][CH2:8][CH2:3][CH2:2][CH2:6][CH3:5])[CH2:11][CH3:13])[CH3:15], predict the reactants needed to synthesize it. The reactants are: O[CH:2]1[CH:6](O)[CH2:5]O[CH:3]1[C:8]1O[C:11]([CH3:13])=[C:10]([C:14](=O)[CH3:15])[CH:9]=1. (10) Given the product [CH:2]([S:4][CH2:31][CH:17]1[CH2:18][CH:19]([C:21]2[CH:26]=[CH:25][C:24]([C:27]([F:30])([F:29])[F:28])=[CH:23][CH:22]=2)[CH2:20][N:15]([C:13]([N:7]2[CH2:12][CH2:11][O:10][CH2:9][CH2:8]2)=[O:14])[CH2:16]1)([CH3:3])[CH3:1], predict the reactants needed to synthesize it. The reactants are: [CH3:1][CH:2]([SH:4])[CH3:3].[H-].[Na+].[N:7]1([C:13]([N:15]2[CH2:20][CH:19]([C:21]3[CH:26]=[CH:25][C:24]([C:27]([F:30])([F:29])[F:28])=[CH:23][CH:22]=3)[CH2:18][CH:17]([CH2:31]S([O-])(=O)=O)[CH2:16]2)=[O:14])[CH2:12][CH2:11][O:10][CH2:9][CH2:8]1.O.